From a dataset of Full USPTO retrosynthesis dataset with 1.9M reactions from patents (1976-2016). Predict the reactants needed to synthesize the given product. Given the product [CH2:25]([NH:17][CH2:16][C:13]1([F:15])[CH2:14][N:11]([C:9]([C:4]2[C:3]([NH:27][C:28]3[CH:33]=[CH:32][C:31]([I:34])=[CH:30][C:29]=3[F:35])=[C:2]([F:1])[C:7]([F:8])=[CH:6][CH:5]=2)=[O:10])[CH2:12]1)[CH3:26], predict the reactants needed to synthesize it. The reactants are: [F:1][C:2]1[C:3]([NH:27][C:28]2[CH:33]=[CH:32][C:31]([I:34])=[CH:30][C:29]=2[F:35])=[C:4]([C:9]([N:11]2[CH2:14][C:13]([CH2:16][N:17]([CH2:25][CH3:26])C(=O)OC(C)(C)C)([F:15])[CH2:12]2)=[O:10])[CH:5]=[CH:6][C:7]=1[F:8].Cl.